This data is from CYP3A4 inhibition data for predicting drug metabolism from PubChem BioAssay. The task is: Regression/Classification. Given a drug SMILES string, predict its absorption, distribution, metabolism, or excretion properties. Task type varies by dataset: regression for continuous measurements (e.g., permeability, clearance, half-life) or binary classification for categorical outcomes (e.g., BBB penetration, CYP inhibition). Dataset: cyp3a4_veith. (1) The drug is c1ccc(CCN2CCOCC2)nc1. The result is 0 (non-inhibitor). (2) The compound is CCc1nc(SCC(=O)c2ccc(Cl)s2)c2oc3ccccc3c2n1. The result is 1 (inhibitor).